Dataset: Full USPTO retrosynthesis dataset with 1.9M reactions from patents (1976-2016). Task: Predict the reactants needed to synthesize the given product. (1) Given the product [Br:35][C:36]1[C:37]([N:46]2[CH2:51][CH2:50][N:49]([CH2:52][C:53]3[CH:54]=[N:55][CH:56]=[CH:57][CH:58]=3)[CH2:48][CH2:47]2)=[C:38]2[N:43]=[C:78]([C:77]3[CH:80]=[CH:81][CH:82]=[C:75]([CH2:74][N:71]4[CH2:72][CH2:73][N:68]([CH3:67])[CH2:69][CH2:70]4)[CH:76]=3)[NH:42][C:39]2=[N:40][CH:41]=1, predict the reactants needed to synthesize it. The reactants are: BrC1C(N2CCN(C(NC3C=CC=CC=3)=O)CC2)=C2N=C(C3C=CC(N(C)C)=CC=3)NC2=NC=1.[Br:35][C:36]1[C:37]([N:46]2[CH2:51][CH2:50][N:49]([CH2:52][C:53]3[CH:54]=[N:55][CH:56]=[CH:57][CH:58]=3)[CH2:48][CH2:47]2)=[C:38]([N+:43]([O-])=O)[C:39]([NH2:42])=[N:40][CH:41]=1.[O-]S(S([O-])=O)=O.[Na+].[Na+].[CH3:67][N:68]1[CH2:73][CH2:72][N:71]([CH2:74][C:75]2[CH:76]=[C:77]([CH:80]=[CH:81][CH:82]=2)[CH:78]=O)[CH2:70][CH2:69]1. (2) The reactants are: [CH3:1][S:2]([NH:5][C:6]1[CH:15]=[CH:14][CH:13]=[CH:12][C:7]=1[C:8]([O:10]C)=O)(=[O:4])=[O:3].[CH3:16][Si:17]([CH3:24])([CH3:23])[CH2:18][CH2:19][O:20][CH2:21]Cl.[H-].[Na+]. Given the product [O:4]=[S:2]1(=[O:3])[CH2:1][C:8](=[O:10])[C:7]2[CH:12]=[CH:13][CH:14]=[CH:15][C:6]=2[N:5]1[CH2:21][O:20][CH2:19][CH2:18][Si:17]([CH3:24])([CH3:23])[CH3:16], predict the reactants needed to synthesize it. (3) The reactants are: [NH2:1][C:2]1[NH:3][C:4](=[O:40])[C:5]2[S:10][C:9](=[O:11])[N:8]([C@H:12]3[C@H:16]([C:17]([F:20])([CH3:19])[CH3:18])[CH2:15][C@@H:14]([CH2:21][O:22][Si](C(C)(C)C)(C4C=CC=CC=4)C4C=CC=CC=4)[O:13]3)[C:6]=2[N:7]=1.[NH4+].[F-]. Given the product [NH2:1][C:2]1[NH:3][C:4](=[O:40])[C:5]2[S:10][C:9](=[O:11])[N:8]([C@H:12]3[C@H:16]([C:17]([F:20])([CH3:19])[CH3:18])[CH2:15][C@@H:14]([CH2:21][OH:22])[O:13]3)[C:6]=2[N:7]=1, predict the reactants needed to synthesize it. (4) Given the product [OH:18][CH2:17][C:14]1[CH:13]=[CH:12][C:11]([C:7]2[CH:6]=[CH:5][C:10]([S:26]([NH2:29])(=[O:28])=[O:27])=[CH:9][CH:8]=2)=[CH:16][CH:15]=1, predict the reactants needed to synthesize it. The reactants are: CS([C:5]1[CH:6]=[C:7]([C:11]2[CH:16]=[CH:15][C:14]([CH2:17][OH:18])=[CH:13][CH:12]=2)[CH:8]=[CH:9][CH:10]=1)(=O)=O.BrC1C=CC([S:26]([NH2:29])(=[O:28])=[O:27])=CC=1. (5) Given the product [CH3:13][N:14]1[CH2:15][CH:16]=[C:17]([C:7]2[C:6]3[C:10](=[CH:11][CH:12]=[C:4]([N+:1]([O-:3])=[O:2])[CH:5]=3)[NH:9][CH:8]=2)[CH2:18][CH2:19]1, predict the reactants needed to synthesize it. The reactants are: [N+:1]([C:4]1[CH:5]=[C:6]2[C:10](=[CH:11][CH:12]=1)[NH:9][CH:8]=[CH:7]2)([O-:3])=[O:2].[CH3:13][N:14]1[CH2:19][CH2:18][C:17](=O)[CH2:16][CH2:15]1.C[O-].[Na+].